This data is from Full USPTO retrosynthesis dataset with 1.9M reactions from patents (1976-2016). The task is: Predict the reactants needed to synthesize the given product. (1) Given the product [CH3:7][C@H:8]1[CH2:9][CH2:10][C@H:11]([N:14]2[CH:18]=[C:17]([CH2:19][OH:20])[N:16]=[CH:15]2)[CH2:12][CH2:13]1, predict the reactants needed to synthesize it. The reactants are: [H-].[Al+3].[Li+].[H-].[H-].[H-].[CH3:7][C@H:8]1[CH2:13][CH2:12][C@H:11]([N:14]2[CH:18]=[C:17]([C:19](OCC)=[O:20])[N:16]=[CH:15]2)[CH2:10][CH2:9]1. (2) Given the product [Cl:19][C:17]1[N:16]=[N:15][C:14]2[N:6]([CH:1]3[CH2:5][CH2:4][CH2:3][CH2:2]3)[C:7]3[N:8]=[C:9]([NH2:21])[N:10]=[CH:11][C:12]=3[C:13]=2[CH:18]=1, predict the reactants needed to synthesize it. The reactants are: [CH:1]1([NH:6][C:7]2[C:12]([C:13]3[CH:18]=[C:17]([Cl:19])[N:16]=[N:15][C:14]=3Cl)=[CH:11][N:10]=[C:9]([NH2:21])[N:8]=2)[CH2:5][CH2:4][CH2:3][CH2:2]1.C(=O)(O)[O-].[Na+].[NH4+].[Cl-].C(O)(C(F)(F)F)=O. (3) Given the product [Cl:28][C:23]1[CH:22]=[C:21]([NH:20][C:11]2[C:10]3[C:15](=[CH:16][C:17]([O:18][CH3:19])=[C:8]([NH:7][C:5](=[O:6])/[CH:4]=[CH:3]/[CH2:2][N:45]4[CH2:44][C@@H:43]5[O:38][CH2:39][CH2:40][O:41][C@H:42]5[CH2:46]4)[CH:9]=3)[N:14]=[CH:13][N:12]=2)[CH:26]=[CH:25][C:24]=1[F:27], predict the reactants needed to synthesize it. The reactants are: Br[CH2:2]/[CH:3]=[CH:4]/[C:5]([NH:7][C:8]1[CH:9]=[C:10]2[C:15](=[CH:16][C:17]=1[O:18][CH3:19])[N:14]=[CH:13][N:12]=[C:11]2[NH:20][C:21]1[CH:26]=[CH:25][C:24]([F:27])=[C:23]([Cl:28])[CH:22]=1)=[O:6].C(N(C(C)C)CC)(C)C.[O:38]1[C@H:43]2[CH2:44][NH:45][CH2:46][C@@H:42]2[O:41][CH2:40][CH2:39]1.O. (4) Given the product [O:11]=[C:4]1[C:5]2[C:10](=[CH:9][CH:8]=[CH:7][CH:6]=2)[C:2](=[O:1])[N:3]1[CH2:12][CH2:13][O:14][CH2:15][CH2:16][O:17][CH2:18][CH2:19][O:20][CH2:21][CH2:22][N:23]1[CH2:28][CH2:27][N:26]([C:29]2[N:55]=[C:54]([O:56][CH3:57])[C:53]([S:58][C:59]3[N:60]=[C:61]([NH:69][C:70](=[O:72])[CH3:71])[CH:62]=[C:63]([NH:65][C:66](=[O:68])[CH3:67])[N:64]=3)=[C:52]([O:73][CH3:74])[N:51]=2)[CH2:25][CH2:24]1, predict the reactants needed to synthesize it. The reactants are: [O:1]=[C:2]1[C:10]2[C:5](=[CH:6][CH:7]=[CH:8][CH:9]=2)[C:4](=[O:11])[N:3]1[CH2:12][CH2:13][O:14][CH2:15][CH2:16][O:17][CH2:18][CH2:19][O:20][CH2:21][CH2:22][N:23]1[CH2:28][CH2:27][N:26]([C:29](OC(C)(C)C)=O)[CH2:25][CH2:24]1.C(O)(C(F)(F)F)=O.C([O-])([O-])=O.[K+].[K+].FC1[N:55]=[C:54]([O:56][CH3:57])[C:53]([S:58][C:59]2[N:64]=[C:63]([NH:65][C:66](=[O:68])[CH3:67])[CH:62]=[C:61]([NH:69][C:70](=[O:72])[CH3:71])[N:60]=2)=[C:52]([O:73][CH3:74])[N:51]=1.